Dataset: Forward reaction prediction with 1.9M reactions from USPTO patents (1976-2016). Task: Predict the product of the given reaction. (1) Given the reactants [Cl:1][C:2]1[CH:3]=[C:4]([C@H:9]2[C@H:14]([C:15]([O:17]C)=[O:16])[NH:13][C:12](=[O:19])[C:11]3[S:20][C:21]([N:23]4[CH2:28][CH2:27][O:26][CH2:25][CH2:24]4)=[CH:22][C:10]2=3)[CH:5]=[CH:6][C:7]=1[Cl:8].[OH-].[Na+].Cl, predict the reaction product. The product is: [Cl:1][C:2]1[CH:3]=[C:4]([C@H:9]2[C@H:14]([C:15]([OH:17])=[O:16])[NH:13][C:12](=[O:19])[C:11]3[S:20][C:21]([N:23]4[CH2:24][CH2:25][O:26][CH2:27][CH2:28]4)=[CH:22][C:10]2=3)[CH:5]=[CH:6][C:7]=1[Cl:8]. (2) Given the reactants [Cl:1][C:2]1[CH:3]=[C:4]([C:13]2[C:22]3[CH:21]=[C:20]4[O:23][N:24]=[C:25]([NH2:26])[C:19]4=[CH:18][C:17]=3[N:16]=[CH:15][CH:14]=2)[CH:5]=[N:6][C:7]=1[O:8][CH2:9][CH:10]([CH3:12])[CH3:11].[CH:27]1([S:30](Cl)(=[O:32])=[O:31])[CH2:29][CH2:28]1.O.CCCC[N+](CCCC)(CCCC)CCCC.[F-], predict the reaction product. The product is: [Cl:1][C:2]1[CH:3]=[C:4]([C:13]2[C:22]3[CH:21]=[C:20]4[O:23][N:24]=[C:25]([NH:26][S:30]([CH:27]5[CH2:29][CH2:28]5)(=[O:32])=[O:31])[C:19]4=[CH:18][C:17]=3[N:16]=[CH:15][CH:14]=2)[CH:5]=[N:6][C:7]=1[O:8][CH2:9][CH:10]([CH3:12])[CH3:11].